Dataset: Reaction yield outcomes from USPTO patents with 853,638 reactions. Task: Predict the reaction yield, written as a fraction of the theoretical maximum amount of product (1.0 means a 100% yield; for example, 0.34 means a 34% yield). (1) The reactants are [CH2:1]1[CH2:5][O:4][CH2:3][CH2:2]1.[H-].[Li+].[O:8]1[C:12]2([CH2:17][CH2:16][C:15](=O)[CH2:14][CH2:13]2)[O:11][CH2:10][CH2:9]1.C[OH:20]. The catalyst is O. The product is [O:8]1[C:12]2([CH2:17][CH2:16][C:15](=[CH:2][C:3]([O:4][CH2:5][CH3:1])=[O:20])[CH2:14][CH2:13]2)[O:11][CH2:10][CH2:9]1. The yield is 0.930. (2) The reactants are CC1(C)C(C)(C)OB([C:9]2[CH:14]=[CH:13][C:12]([C:15]3[NH:19][C:18]([C@@H:20]4[CH2:24][CH2:23][CH2:22][N:21]4[C:25]([O:27][C:28]([CH3:31])([CH3:30])[CH3:29])=[O:26])=[N:17][CH:16]=3)=[CH:11][CH:10]=2)O1.Cl[C:34]1[N:39]=[CH:38][C:37]([C:40]2[N:44]([CH2:45][O:46][CH2:47][CH2:48][Si:49]([CH3:52])([CH3:51])[CH3:50])[C:43]([C@@H:53]3[CH2:57][CH2:56][CH2:55][N:54]3[C:58]([O:60][C:61]([CH3:64])([CH3:63])[CH3:62])=[O:59])=[N:42][CH:41]=2)=[CH:36][N:35]=1.C([O-])(O)=O.[Na+].COCCOC. The catalyst is C(OCC)(=O)C.[Pd].O. The product is [C:61]([O:60][C:58]([N:54]1[CH2:55][CH2:56][CH2:57][C@H:53]1[C:43]1[N:44]([CH2:45][O:46][CH2:47][CH2:48][Si:49]([CH3:52])([CH3:51])[CH3:50])[C:40]([C:37]2[CH:36]=[N:35][C:34]([C:9]3[CH:10]=[CH:11][C:12]([C:15]4[NH:19][C:18]([C@@H:20]5[CH2:24][CH2:23][CH2:22][N:21]5[C:25]([O:27][C:28]([CH3:31])([CH3:30])[CH3:29])=[O:26])=[N:17][CH:16]=4)=[CH:13][CH:14]=3)=[N:39][CH:38]=2)=[CH:41][N:42]=1)=[O:59])([CH3:64])([CH3:63])[CH3:62]. The yield is 0.980. (3) The reactants are [Cl:1][C:2]1[C:3]([O:30][C@H:31]2[CH2:36][CH2:35][CH2:34][CH2:33][C@@H:32]2[C:37]2[N:41]([CH3:42])[N:40]=[CH:39][CH:38]=2)=[CH:4][C:5]([F:29])=[C:6]([S:8]([N:11](CC2C=CC(OC)=CC=2OC)[C:12]2[CH:17]=[CH:16][N:15]=[CH:14][N:13]=2)(=[O:10])=[O:9])[CH:7]=1.C([SiH](CC)CC)C.FC(F)(F)C(O)=O. The catalyst is ClCCl. The product is [Cl:1][C:2]1[C:3]([O:30][C@H:31]2[CH2:36][CH2:35][CH2:34][CH2:33][C@@H:32]2[C:37]2[N:41]([CH3:42])[N:40]=[CH:39][CH:38]=2)=[CH:4][C:5]([F:29])=[C:6]([S:8]([NH:11][C:12]2[CH:17]=[CH:16][N:15]=[CH:14][N:13]=2)(=[O:10])=[O:9])[CH:7]=1. The yield is 0.720. (4) The reactants are Br[C:2]1[C:11]2[C:6](=[CH:7][CH:8]=[CH:9][C:10]=2[N+:12]([O-:14])=[O:13])[CH:5]=[N:4][CH:3]=1.[CH3:15][O:16][C:17]1[C:18]([O:34][CH2:35][O:36][CH3:37])=[C:19](B2OC(C)(C)C(C)(C)O2)[CH:20]=[CH:21][C:22]=1[O:23][CH3:24].[OH-].[K+]. The catalyst is C(COC)OC.[Br-].C([N+](CCCC)(CCCC)CCCC)CCC.O.C1C=CC([P]([Pd]([P](C2C=CC=CC=2)(C2C=CC=CC=2)C2C=CC=CC=2)([P](C2C=CC=CC=2)(C2C=CC=CC=2)C2C=CC=CC=2)[P](C2C=CC=CC=2)(C2C=CC=CC=2)C2C=CC=CC=2)(C2C=CC=CC=2)C2C=CC=CC=2)=CC=1. The product is [CH3:15][O:16][C:17]1[C:18]([O:34][CH2:35][O:36][CH3:37])=[C:19]([C:2]2[C:11]3[C:6](=[CH:7][CH:8]=[CH:9][C:10]=3[N+:12]([O-:14])=[O:13])[CH:5]=[N:4][CH:3]=2)[CH:20]=[CH:21][C:22]=1[O:23][CH3:24]. The yield is 0.801.